This data is from Peptide-MHC class II binding affinity with 134,281 pairs from IEDB. The task is: Regression. Given a peptide amino acid sequence and an MHC pseudo amino acid sequence, predict their binding affinity value. This is MHC class II binding data. (1) The peptide sequence is KMIGGIGGFIKVRQYDQIHI. The MHC is DRB1_0401 with pseudo-sequence DRB1_0401. The binding affinity (normalized) is 0.227. (2) The peptide sequence is IFAIFRQDSSSTGWN. The MHC is DRB1_0701 with pseudo-sequence DRB1_0701. The binding affinity (normalized) is 0.370. (3) The MHC is DRB1_1201 with pseudo-sequence DRB1_1201. The binding affinity (normalized) is 0.336. The peptide sequence is TLTEALRVIAGTLEV. (4) The peptide sequence is MNMSRQGIFQTVGSG. The MHC is DRB1_0404 with pseudo-sequence DRB1_0404. The binding affinity (normalized) is 0.430. (5) The peptide sequence is FNKLVKDPPNVQIHT. The MHC is DRB1_0101 with pseudo-sequence DRB1_0101. The binding affinity (normalized) is 0.785. (6) The peptide sequence is AAVELARALVRAVAE. The MHC is HLA-DPA10201-DPB10501 with pseudo-sequence HLA-DPA10201-DPB10501. The binding affinity (normalized) is 0.193. (7) The peptide sequence is IFSQNMNIKLQMPLY. The MHC is DRB4_0101 with pseudo-sequence DRB4_0103. The binding affinity (normalized) is 1.00. (8) The peptide sequence is TYDKGILTVSVAVSE. The MHC is HLA-DPA10103-DPB10201 with pseudo-sequence HLA-DPA10103-DPB10201. The binding affinity (normalized) is 0.314. (9) The peptide sequence is FFLLTRILTIPQSLD. The MHC is HLA-DPA10301-DPB10402 with pseudo-sequence HLA-DPA10301-DPB10402. The binding affinity (normalized) is 0.982. (10) The peptide sequence is DITVKNCVLKKSTNG. The MHC is DRB1_0405 with pseudo-sequence DRB1_0405. The binding affinity (normalized) is 0.154.